Dataset: Full USPTO retrosynthesis dataset with 1.9M reactions from patents (1976-2016). Task: Predict the reactants needed to synthesize the given product. Given the product [Cl:1][C:2]1[C:11]2[C:6](=[CH:7][CH:8]=[CH:9][CH:10]=2)[C:5](=[O:12])[N:4]([CH2:13][C@H:14]2[CH2:18][CH2:17][CH2:16][N:15]2[CH2:24][CH2:25][CH2:26][CH2:27][C:28]2[CH:33]=[CH:32][C:31]([O:34][CH2:35][CH2:36][CH2:37][N:38]3[CH2:44][CH2:43][CH2:42][CH2:41][CH2:40][CH2:39]3)=[CH:30][CH:29]=2)[N:3]=1, predict the reactants needed to synthesize it. The reactants are: [Cl:1][C:2]1[C:11]2[C:6](=[CH:7][CH:8]=[CH:9][CH:10]=2)[C:5](=[O:12])[N:4]([CH2:13][C@H:14]2[CH2:18][CH2:17][CH2:16][NH:15]2)[N:3]=1.CS(O[CH2:24][CH2:25][CH2:26][CH2:27][C:28]1[CH:33]=[CH:32][C:31]([O:34][CH2:35][CH2:36][CH2:37][N:38]2[CH2:44][CH2:43][CH2:42][CH2:41][CH2:40][CH2:39]2)=[CH:30][CH:29]=1)(=O)=O.C(=O)([O-])O.[Na+].C(O)(C(F)(F)F)=O.